Predict the product of the given reaction. From a dataset of Forward reaction prediction with 1.9M reactions from USPTO patents (1976-2016). (1) Given the reactants ClC1C=C(C=CC=1)C(OO)=[O:6].[CH:12]1([S:17]([C:19]2[CH:20]=[C:21]([CH2:25][CH2:26][CH2:27][CH2:28][O:29][CH2:30][CH2:31][CH2:32][CH2:33][CH2:34][CH2:35][N:36]3[CH2:40][C@@H:39]([C:41]4[CH:52]=[CH:51][C:44]5[O:45][C:46]([CH3:50])([CH3:49])[O:47][CH2:48][C:43]=5[CH:42]=4)[O:38][C:37]3=[O:53])[CH:22]=[CH:23][CH:24]=2)=[O:18])[CH2:16][CH2:15][CH2:14][CH2:13]1, predict the reaction product. The product is: [CH:12]1([S:17]([C:19]2[CH:20]=[C:21]([CH2:25][CH2:26][CH2:27][CH2:28][O:29][CH2:30][CH2:31][CH2:32][CH2:33][CH2:34][CH2:35][N:36]3[CH2:40][C@@H:39]([C:41]4[CH:52]=[CH:51][C:44]5[O:45][C:46]([CH3:49])([CH3:50])[O:47][CH2:48][C:43]=5[CH:42]=4)[O:38][C:37]3=[O:53])[CH:22]=[CH:23][CH:24]=2)(=[O:6])=[O:18])[CH2:16][CH2:15][CH2:14][CH2:13]1. (2) Given the reactants [Cl:1][C:2]1[CH:3]=[C:4]([CH2:9][CH2:10]/[CH:11]=[N:12]/[S@:13]([C:15]([CH3:18])([CH3:17])[CH3:16])=[O:14])[CH:5]=[CH:6][C:7]=1[Cl:8].[CH3:19][Mg]Br.C1COCC1, predict the reaction product. The product is: [Cl:1][C:2]1[CH:3]=[C:4]([CH2:9][CH2:10][CH:11]([NH:12][S@:13]([C:15]([CH3:18])([CH3:17])[CH3:16])=[O:14])[CH3:19])[CH:5]=[CH:6][C:7]=1[Cl:8]. (3) Given the reactants [F:1][C:2]1[CH:3]=[C:4]([NH:31][C:32](=[O:45])[CH2:33][C:34]([NH:36][C:37]2[CH:42]=[CH:41][CH:40]=[CH:39][C:38]=2[O:43][CH3:44])=[O:35])[CH:5]=[CH:6][C:7]=1[O:8][C:9]1[CH:14]=[CH:13][N:12]=[C:11]2[CH:15]=[C:16]([C:18]3[N:19]=[CH:20][N:21](COCC[Si](C)(C)C)[CH:22]=3)[S:17][C:10]=12, predict the reaction product. The product is: [NH:21]1[CH:22]=[C:18]([C:16]2[S:17][C:10]3[C:11](=[N:12][CH:13]=[CH:14][C:9]=3[O:8][C:7]3[CH:6]=[CH:5][C:4]([NH:31][C:32](=[O:45])[CH2:33][C:34]([NH:36][C:37]4[CH:42]=[CH:41][CH:40]=[CH:39][C:38]=4[O:43][CH3:44])=[O:35])=[CH:3][C:2]=3[F:1])[CH:15]=2)[N:19]=[CH:20]1.